Dataset: Reaction yield outcomes from USPTO patents with 853,638 reactions. Task: Predict the reaction yield, written as a fraction of the theoretical maximum amount of product (1.0 means a 100% yield; for example, 0.34 means a 34% yield). (1) The reactants are [C:1]1([C:30]2[CH:35]=[CH:34][CH:33]=[CH:32][CH:31]=2)[CH:6]=[CH:5][CH:4]=[CH:3][C:2]=1[NH:7][C:8]([O:10][CH:11]1[CH2:16][CH2:15][N:14]([CH2:17][CH2:18][C:19]([N:21]([CH3:29])[CH2:22][CH2:23][CH2:24][CH2:25]C(O)=O)=[O:20])[CH2:13][CH2:12]1)=[O:9].[NH2:36][C:37]1[C:42]([CH3:43])=[CH:41][C:40]([CH2:44][OH:45])=[C:39]([CH3:46])[CH:38]=1.C(N(CC)C(C)C)(C)C.Cl.CN(C)CCCN=C=NCC.C(=O)(O)[O-:69].[Na+]. The catalyst is C(Cl)Cl. The product is [OH:45][CH2:44][C:40]1[C:39]([CH3:46])=[CH:38][C:37]([NH:36][C:25]([CH2:24][CH2:23][CH2:22][N:21]([CH3:29])[C:19]([CH2:18][CH2:17][N:14]2[CH2:13][CH2:12][CH:11]([O:10][C:8](=[O:9])[NH:7][C:2]3[CH:3]=[CH:4][CH:5]=[CH:6][C:1]=3[C:30]3[CH:35]=[CH:34][CH:33]=[CH:32][CH:31]=3)[CH2:16][CH2:15]2)=[O:20])=[O:69])=[C:42]([CH3:43])[CH:41]=1. The yield is 0.310. (2) The reactants are C(Br)=C.[Mg].BrCCBr.[I:9][C:10]1[CH:24]=[CH:23][C:13]([C:14]([C:16]2[CH:21]=[CH:20][C:19]([I:22])=[CH:18][CH:17]=2)=O)=[CH:12][CH:11]=1.[Cl-].[NH4+].[O:27]1CC[CH2:29][CH2:28]1. The catalyst is C1C=CC=CC=1. The product is [I:9][C:10]1[CH:24]=[CH:23][C:13]([C:14]([C:16]2[CH:21]=[CH:20][C:19]([I:22])=[CH:18][CH:17]=2)=[CH:29][CH2:28][OH:27])=[CH:12][CH:11]=1. The yield is 0.790. (3) The reactants are [CH3:1][N:2]1[C:10]2[C:5](=[CH:6][CH:7]=[C:8]([N:11]3[CH:16]=[CH:15][C:14]([C:17]4[CH:22]=[CH:21][C:20]([CH3:23])=[CH:19][N:18]=4)=[CH:13][C:12]3=[O:24])[CH:9]=2)[C:4]2[CH2:25][CH2:26][N:27](C(OC(C)(C)C)=O)[CH2:28][C:3]1=2.C1(N)C(F)=C(F)C(F)=C(N)C=1F.[ClH:48].Cl. No catalyst specified. The product is [ClH:48].[ClH:48].[CH3:1][N:2]1[C:10]2[C:5](=[CH:6][CH:7]=[C:8]([N:11]3[CH:16]=[CH:15][C:14]([C:17]4[CH:22]=[CH:21][C:20]([CH3:23])=[CH:19][N:18]=4)=[CH:13][C:12]3=[O:24])[CH:9]=2)[C:4]2[CH2:25][CH2:26][NH:27][CH2:28][C:3]1=2. The yield is 0.150. (4) The reactants are [Cl:1][CH2:2][CH2:3][CH2:4][C:5]([C:7]1[CH:12]=[CH:11][C:10]([C:13]([CH3:18])([CH3:17])[C:14]([OH:16])=[O:15])=[CH:9][CH:8]=1)=[O:6].[CH3:19]O. The catalyst is Cl. The product is [Cl:1][CH2:2][CH2:3][CH2:4][C:5]([C:7]1[CH:12]=[CH:11][C:10]([C:13]([CH3:18])([CH3:17])[C:14]([O:16][CH3:19])=[O:15])=[CH:9][CH:8]=1)=[O:6]. The yield is 0.940. (5) The reactants are ClC(Cl)(Cl)CO[C:5](=[O:19])[NH:6][C:7]1[N:8]([CH2:16][CH2:17][OH:18])[N:9]=[C:10]([C:12]([CH3:15])([CH3:14])[CH3:13])[CH:11]=1.[CH:22]1([C:28]2[N:32]3[CH:33]=[C:34]([O:37][C@H:38]4[C:47]5[C:42](=[CH:43][CH:44]=[CH:45][CH:46]=5)[C@@H:41]([NH2:48])[CH2:40][CH2:39]4)[CH:35]=[CH:36][C:31]3=[N:30][N:29]=2)[CH2:27][CH2:26][CH2:25][CH2:24][CH2:23]1.CCN(C(C)C)C(C)C.CO. The catalyst is O1CCOCC1.C(Cl)Cl. The product is [C:12]([C:10]1[CH:11]=[C:7]([NH:6][C:5]([NH:48][C@@H:41]2[C:42]3[C:47](=[CH:46][CH:45]=[CH:44][CH:43]=3)[C@H:38]([O:37][C:34]3[CH:35]=[CH:36][C:31]4[N:32]([C:28]([CH:22]5[CH2:27][CH2:26][CH2:25][CH2:24][CH2:23]5)=[N:29][N:30]=4)[CH:33]=3)[CH2:39][CH2:40]2)=[O:19])[N:8]([CH2:16][CH2:17][OH:18])[N:9]=1)([CH3:13])([CH3:14])[CH3:15]. The yield is 0.500. (6) The reactants are I[C:2]1[CH:8]=[CH:7][C:5]([NH2:6])=[CH:4][CH:3]=1.[C:9]([C:11]1[CH:16]=[CH:15][C:14]([CH2:17][CH2:18][CH2:19][CH3:20])=[CH:13][CH:12]=1)#[CH:10]. The catalyst is C(#N)C.[Cu]I.Cl[Pd](Cl)([P](C1C=CC=CC=1)(C1C=CC=CC=1)C1C=CC=CC=1)[P](C1C=CC=CC=1)(C1C=CC=CC=1)C1C=CC=CC=1. The product is [CH2:17]([C:14]1[CH:13]=[CH:12][C:11]([C:9]#[C:10][C:2]2[CH:8]=[CH:7][C:5]([NH2:6])=[CH:4][CH:3]=2)=[CH:16][CH:15]=1)[CH2:18][CH2:19][CH3:20]. The yield is 0.470.